This data is from Full USPTO retrosynthesis dataset with 1.9M reactions from patents (1976-2016). The task is: Predict the reactants needed to synthesize the given product. (1) Given the product [OH:32][CH2:29][C:30]#[C:31][C:2]1[CH:3]=[CH:4][C:5]2[O:14][C:13]3[C:12](=[O:15])[NH:11][C:10]([CH2:16][N:17]4[CH2:21][CH2:20][C@H:19]([OH:22])[CH2:18]4)=[N:9][C:8]=3[C:6]=2[CH:7]=1, predict the reactants needed to synthesize it. The reactants are: Br[C:2]1[CH:3]=[CH:4][C:5]2[O:14][C:13]3[C:12](=[O:15])[NH:11][C:10]([CH2:16][N:17]4[CH2:21][CH2:20][C@H:19]([OH:22])[CH2:18]4)=[N:9][C:8]=3[C:6]=2[CH:7]=1.C([O-])([O-])=O.[Cs+].[Cs+].[CH2:29]([OH:32])[C:30]#[CH:31]. (2) Given the product [ClH:19].[NH2:1][CH2:2][C:3]1[CH:4]=[CH:5][C:6]2[S:11][C:10]3[N:12]=[CH:13][CH:14]=[N:15][C:9]=3[NH:8][C:7]=2[CH:16]=1, predict the reactants needed to synthesize it. The reactants are: [NH2:1][CH2:2][C:3]1[CH:4]=[CH:5][C:6]2[S:11][C:10]3[N:12]=[CH:13][CH:14]=[N:15][C:9]=3[NH:8][C:7]=2[CH:16]=1.CO.[ClH:19].